Dataset: Reaction yield outcomes from USPTO patents with 853,638 reactions. Task: Predict the reaction yield, written as a fraction of the theoretical maximum amount of product (1.0 means a 100% yield; for example, 0.34 means a 34% yield). (1) The reactants are [CH:1]1[C:13]2[NH:12][C:11]3[C:6](=[CH:7][CH:8]=[CH:9][CH:10]=3)[C:5]=2[CH:4]=[CH:3][CH:2]=1.[Br:14][C:15]1[CH:20]=[CH:19][C:18](I)=[CH:17][CH:16]=1.C([O-])([O-])=O.[K+].[K+]. The catalyst is [Cu].CN(C=O)C. The product is [Br:14][C:15]1[CH:20]=[CH:19][C:18]([N:12]2[C:11]3[CH:10]=[CH:9][CH:8]=[CH:7][C:6]=3[C:5]3[C:13]2=[CH:1][CH:2]=[CH:3][CH:4]=3)=[CH:17][CH:16]=1. The yield is 0.960. (2) The reactants are [C:1]([N:5]([CH3:28])[C:6]([C:8]1[N:9]=[C:10](Br)[N:11]2[C:20]3[C:15](=[CH:16][C:17]([O:25][CH3:26])=[C:18]([O:21][CH:22]([CH3:24])[CH3:23])[CH:19]=3)[CH2:14][CH2:13][C:12]=12)=[O:7])([CH3:4])([CH3:3])[CH3:2].ClCCl.[S:32]1[CH:36]=[CH:35][CH:34]=[C:33]1B(O)O.C(=O)([O-])[O-].[Cs+].[Cs+].O1CCOCC1. No catalyst specified. The product is [C:1]([N:5]([CH3:28])[C:6]([C:8]1[N:9]=[C:10]([C:33]2[S:32][CH:36]=[CH:35][CH:34]=2)[N:11]2[C:20]3[C:15](=[CH:16][C:17]([O:25][CH3:26])=[C:18]([O:21][CH:22]([CH3:24])[CH3:23])[CH:19]=3)[CH2:14][CH2:13][C:12]=12)=[O:7])([CH3:4])([CH3:3])[CH3:2]. The yield is 0.780. (3) The reactants are C[CH2:2][N:3](C(C)C)C(C)C.CC(C1C=C(C(C)C)C(C2C=CC=CC=2P(C2CCCCC2)C2CCCCC2)=C(C(C)C)C=1)C.Br[C:45]1[CH:54]=[CH:53][C:52]([N+:55]([O-:57])=[O:56])=[C:51]2[C:46]=1[CH:47]=[CH:48][CH:49]=[N:50]2.O. The catalyst is CN(C=O)C.[C-]#N.[C-]#N.[Zn+2]. The product is [N+:55]([C:52]1[C:51]2[N:50]=[CH:49][CH:48]=[CH:47][C:46]=2[C:45]([C:2]#[N:3])=[CH:54][CH:53]=1)([O-:57])=[O:56]. The yield is 0.630. (4) The catalyst is C1(C)C=CC=CC=1.CCOC(C)=O.C1C=CC(/C=C/C(/C=C/C2C=CC=CC=2)=O)=CC=1.C1C=CC(/C=C/C(/C=C/C2C=CC=CC=2)=O)=CC=1.C1C=CC(/C=C/C(/C=C/C2C=CC=CC=2)=O)=CC=1.[Pd].[Pd]. The yield is 0.350. The reactants are Br[C:2]1[CH:3]=[C:4]2[C:9](=[CH:10][CH:11]=1)[C:8](=[O:12])[NH:7][N:6]=[CH:5]2.[CH3:13][O:14][C:15]1[CH:22]=[CH:21][C:18]([CH2:19][NH2:20])=[CH:17][CH:16]=1.C1C=CC(P(C2C(C3C(P(C4C=CC=CC=4)C4C=CC=CC=4)=CC=C4C=3C=CC=C4)=C3C(C=CC=C3)=CC=2)C2C=CC=CC=2)=CC=1.CC([O-])(C)C.[Na+]. The product is [CH3:13][O:14][C:15]1[CH:22]=[CH:21][C:18]([CH2:19][NH:20][C:2]2[CH:3]=[C:4]3[C:9](=[CH:10][CH:11]=2)[C:8](=[O:12])[NH:7][N:6]=[CH:5]3)=[CH:17][CH:16]=1. (5) The reactants are Cl.[CH3:2][O:3][CH2:4][CH2:5][C:6](=[NH:8])[NH2:7].C[O-].[Na+].[C:12]([C:14]1[CH:19]=[CH:18][CH:17]=[CH:16][C:15]=1[C:20]1[CH:25]=[CH:24][C:23]([CH2:26][CH:27]([C:32](=O)[CH2:33][CH2:34][CH2:35][CH3:36])[C:28](OC)=[O:29])=[CH:22][CH:21]=1)#[N:13]. The catalyst is CO. The product is [CH2:33]([C:32]1[N:8]=[C:6]([CH2:5][CH2:4][O:3][CH3:2])[NH:7][C:28](=[O:29])[C:27]=1[CH2:26][C:23]1[CH:22]=[CH:21][C:20]([C:15]2[C:14]([C:12]#[N:13])=[CH:19][CH:18]=[CH:17][CH:16]=2)=[CH:25][CH:24]=1)[CH2:34][CH2:35][CH3:36]. The yield is 0.440. (6) The reactants are [CH3:1][O:2][C:3]([C:5]1[S:6][C:7]([C:26]2[CH:31]=[CH:30][CH:29]=[CH:28][CH:27]=2)=[CH:8][C:9]=1[N:10]([C:14]([CH:16]1[CH2:21][CH2:20][CH:19]([CH3:22])[CH2:18][CH:17]1[N:23]=[N+]=[N-])=[O:15])[CH:11]([CH3:13])[CH3:12])=[O:4].Cl.[H][H].N1C=CC=CC=1.[C:41](OC(=O)C)(=[O:43])[CH3:42]. The catalyst is CO.[Pd].ClCCl.CN(C1C=CN=CC=1)C. The product is [CH3:1][O:2][C:3]([C:5]1[S:6][C:7]([C:26]2[CH:31]=[CH:30][CH:29]=[CH:28][CH:27]=2)=[CH:8][C:9]=1[N:10]([C:14]([CH:16]1[CH2:21][CH2:20][CH:19]([CH3:22])[CH2:18][CH:17]1[NH:23][C:41](=[O:43])[CH3:42])=[O:15])[CH:11]([CH3:13])[CH3:12])=[O:4]. The yield is 0.470. (7) The product is [C:9]([C:8]1[CH:12]=[C:13]([C:15]([O:17][CH2:18][CH3:19])=[O:16])[CH:14]=[C:6]([CH:7]=1)[C:4]([O:3][CH2:1][CH3:2])=[O:5])(=[O:10])[NH2:20]. The catalyst is O1CCOCC1. The yield is 0.930. The reactants are [CH2:1]([O:3][C:4]([C:6]1[CH:7]=[C:8]([CH:12]=[C:13]([C:15]([O:17][CH2:18][CH3:19])=[O:16])[CH:14]=1)[C:9](O)=[O:10])=[O:5])[CH3:2].[N:20]1C=CC=CC=1.CC(OC(OC(OC(C)(C)C)=O)=O)(C)C.CCOC(C)=O.